This data is from Peptide-MHC class I binding affinity with 185,985 pairs from IEDB/IMGT. The task is: Regression. Given a peptide amino acid sequence and an MHC pseudo amino acid sequence, predict their binding affinity value. This is MHC class I binding data. (1) The peptide sequence is VLQAVGACV. The MHC is HLA-A02:06 with pseudo-sequence HLA-A02:06. The binding affinity (normalized) is 0.803. (2) The peptide sequence is FTYLCGFIK. The MHC is HLA-A11:01 with pseudo-sequence HLA-A11:01. The binding affinity (normalized) is 0.641. (3) The peptide sequence is EYPPWLTEK. The MHC is HLA-A24:02 with pseudo-sequence HLA-A24:02. The binding affinity (normalized) is 0.153. (4) The peptide sequence is TTSSVDEQI. The MHC is Mamu-B8701 with pseudo-sequence Mamu-B8701. The binding affinity (normalized) is 0.150. (5) The peptide sequence is MYQYIFLSF. The MHC is HLA-A24:03 with pseudo-sequence HLA-A24:03. The binding affinity (normalized) is 0.417.